Dataset: Peptide-MHC class I binding affinity with 185,985 pairs from IEDB/IMGT. Task: Regression. Given a peptide amino acid sequence and an MHC pseudo amino acid sequence, predict their binding affinity value. This is MHC class I binding data. The peptide sequence is RMILPMSRAFR. The MHC is HLA-B40:02 with pseudo-sequence HLA-B40:02. The binding affinity (normalized) is 0.0847.